Dataset: Catalyst prediction with 721,799 reactions and 888 catalyst types from USPTO. Task: Predict which catalyst facilitates the given reaction. (1) Reactant: [CH3:1][O:2][C:3]1[CH:4]=[C:5]([NH2:18])[C:6](=[CH:11][C:12]=1[O:13][CH2:14][CH2:15][CH2:16][Cl:17])[C:7](OC)=[O:8].C([O-])([O-])OC.C([O-])(=O)C.[NH4+:28].[CH3:29]O. Product: [CH3:1][O:2][C:3]1[CH:4]=[C:5]2[C:6]([C:7](=[O:8])[NH:28][CH:29]=[N:18]2)=[CH:11][C:12]=1[O:13][CH2:14][CH2:15][CH2:16][Cl:17]. The catalyst class is: 6. (2) Product: [Br:28][CH2:29][C:30]([NH:10][CH2:11][C:12]1([OH:27])[C:18]2[CH:19]=[CH:20][CH:21]=[CH:22][C:17]=2[S:16][C:15]2[CH:23]=[CH:24][CH:25]=[CH:26][C:14]=2[CH2:13]1)=[O:31]. The catalyst class is: 2. Reactant: CCN(C(C)C)C(C)C.[NH2:10][CH2:11][C:12]1([OH:27])[C:18]2[CH:19]=[CH:20][CH:21]=[CH:22][C:17]=2[S:16][C:15]2[CH:23]=[CH:24][CH:25]=[CH:26][C:14]=2[CH2:13]1.[Br:28][CH2:29][C:30](Cl)=[O:31].CCOC(C)=O. (3) Product: [CH2:27]([C:28]1[S:29][C:3]([C:13]2[CH:18]=[CH:17][N:16]=[C:15]([F:19])[CH:14]=2)=[C:4]([C:6]2[CH:11]=[CH:10][CH:9]=[C:8]([CH3:12])[CH:7]=2)[N:30]=1)[CH3:26]. Reactant: Br.Br[CH:3]([C:13]1[CH:18]=[CH:17][N:16]=[C:15]([F:19])[CH:14]=1)[C:4]([C:6]1[CH:11]=[CH:10][CH:9]=[C:8]([CH3:12])[CH:7]=1)=O.C1([CH2:26][CH2:27][C:28]([NH2:30])=[S:29])C=CC=CC=1.C(=O)([O-])O.[Na+]. The catalyst class is: 9. (4) Reactant: [OH:1][CH2:2][CH2:3][CH2:4][CH2:5][O:6][CH2:7][CH2:8][CH2:9][O:10][CH2:11][C:12]([O:14][C:15]([CH3:18])([CH3:17])[CH3:16])=[O:13].[CH3:19][C:20]1[CH:25]=[CH:24][C:23]([S:26](Cl)(=[O:28])=[O:27])=[CH:22][CH:21]=1. Product: [CH3:19][C:20]1[CH:25]=[CH:24][C:23]([S:26]([O:1][CH2:2][CH2:3][CH2:4][CH2:5][O:6][CH2:7][CH2:8][CH2:9][O:10][CH2:11][C:12]([O:14][C:15]([CH3:18])([CH3:17])[CH3:16])=[O:13])(=[O:28])=[O:27])=[CH:22][CH:21]=1. The catalyst class is: 112. (5) Reactant: S1[C:5]([CH:6]=O)=[CH:4][N:3]=[CH:2]1.[NH:8]1[CH:12]=[CH:11][CH:10]=[CH:9]1.[C:13](O)(C(F)(F)F)=O. Product: [CH:6]1[CH:5]=[C:4]([CH2:13][C:12]2[NH:8][CH:9]=[CH:10][CH:11]=2)[NH:3][CH:2]=1. The catalyst class is: 2. (6) Reactant: [N:1]1([CH2:11][C:12](OC)=[O:13])[C:10]2[C:5](=[CH:6][CH:7]=[CH:8][CH:9]=2)[CH2:4][CH2:3][CH2:2]1.[BH4-].[Li+]. Product: [N:1]1([CH2:11][CH2:12][OH:13])[C:10]2[C:5](=[CH:6][CH:7]=[CH:8][CH:9]=2)[CH2:4][CH2:3][CH2:2]1. The catalyst class is: 1. (7) The catalyst class is: 3. Reactant: Br[CH2:2][C:3]1[N:13]([CH2:14][CH2:15][C:16]2[CH:21]=[CH:20][C:19]([Cl:22])=[CH:18][CH:17]=2)[C:6]2[N:7]=[C:8]([C:11]#[N:12])[N:9]=[CH:10][C:5]=2[CH:4]=1.[F:23][C:24]1[CH:29]=[C:28]([F:30])[CH:27]=[CH:26][C:25]=1[OH:31].C(=O)([O-])[O-].[K+].[K+]. Product: [Cl:22][C:19]1[CH:20]=[CH:21][C:16]([CH2:15][CH2:14][N:13]2[C:6]3[N:7]=[C:8]([C:11]#[N:12])[N:9]=[CH:10][C:5]=3[CH:4]=[C:3]2[CH2:2][O:31][C:25]2[CH:26]=[CH:27][C:28]([F:30])=[CH:29][C:24]=2[F:23])=[CH:17][CH:18]=1. (8) Reactant: [F:1][C@H:2]1[CH2:19][C@@:17]2([CH3:18])[C@@H:13]([CH2:14][CH2:15][C:16]2=[O:20])[C@H:12]2[C@H:3]1[C:4]1[CH:5]=[CH:6][C:7]([OH:21])=[CH:8][C:9]=1[CH2:10][CH2:11]2.[CH3:22][S:23](Cl)(=[O:25])=[O:24]. Product: [F:1][C@H:2]1[CH2:19][C@@:17]2([CH3:18])[C@@H:13]([CH2:14][CH2:15][C:16]2=[O:20])[C@H:12]2[C@H:3]1[C:4]1[CH:5]=[CH:6][C:7]([O:21][S:23]([CH3:22])(=[O:25])=[O:24])=[CH:8][C:9]=1[CH2:10][CH2:11]2. The catalyst class is: 17. (9) Reactant: [OH:1][C:2]1[C:7]([CH3:8])=[CH:6][CH:5]=[CH:4][N:3]=1.Br[CH2:10][C:11]([O:13][CH2:14][CH3:15])=[O:12].C(=O)([O-])[O-].[K+].[K+]. Product: [CH2:14]([O:13][C:11](=[O:12])[CH2:10][N:3]1[CH:4]=[CH:5][CH:6]=[C:7]([CH3:8])[C:2]1=[O:1])[CH3:15]. The catalyst class is: 3.